Dataset: Forward reaction prediction with 1.9M reactions from USPTO patents (1976-2016). Task: Predict the product of the given reaction. (1) The product is: [CH2:15]([N:8]([CH2:1][C:2]1[CH:3]=[CH:4][CH:5]=[CH:6][CH:7]=1)[C@H:9]1[CH2:13][CH2:12][CH2:11][C@@:10]1([CH3:22])[OH:14])[C:16]1[CH:21]=[CH:20][CH:19]=[CH:18][CH:17]=1. Given the reactants [CH2:1]([N:8]([CH2:15][C:16]1[CH:21]=[CH:20][CH:19]=[CH:18][CH:17]=1)[C@H:9]1[CH2:13][CH2:12][CH2:11][C:10]1=[O:14])[C:2]1[CH:7]=[CH:6][CH:5]=[CH:4][CH:3]=1.[CH3:22][Mg]Br.O, predict the reaction product. (2) The product is: [OH:31][N:30]([C:20](=[NH:21])[CH:12]1[CH2:13][C:14]2[C:19](=[CH:18][CH:17]=[CH:16][CH:15]=2)[N:11]1[C:9]([O:8][CH2:1][C:2]1[CH:3]=[CH:4][CH:5]=[CH:6][CH:7]=1)=[O:10])[CH3:29]. Given the reactants [CH2:1]([O:8][C:9]([N:11]1[C:19]2[C:14](=[CH:15][CH:16]=[CH:17][CH:18]=2)[CH2:13][CH:12]1[C:20]#[N:21])=[O:10])[C:2]1[CH:7]=[CH:6][CH:5]=[CH:4][CH:3]=1.C(N(CC)CC)C.[CH3:29][NH:30][OH:31].Cl, predict the reaction product. (3) Given the reactants [Mg].II.[Br:4]CCCCBr.Br[C:11]1[N:21]=[CH:20][CH:19]=[CH:18][C:12]=1[C:13]([O:15]CC)=O.[Cl-].[NH4+].O1[CH2:28][CH2:27][CH2:26][CH2:25]1, predict the reaction product. The product is: [Br:4][C:19]1[CH:18]=[C:12]([C:13]2([OH:15])[CH2:28][CH2:27][CH2:26][CH2:25]2)[CH:11]=[N:21][CH:20]=1. (4) Given the reactants [NH:1](C(OC(C)(C)C)=O)[CH2:2][C:3]([NH:5][CH2:6][C:7]([NH:9][CH2:10][C:11](O)=[O:12])=[O:8])=[O:4].F[P-](F)(F)(F)(F)F.C[N+](C)=C(N(C)C)ON1C2N=CC=CC=2N=N1.CN(C=O)C.[C:50]([O:69][CH2:70][C@H:71]([CH2:92][O:93][P:94]([O:97][CH2:98][CH2:99][NH2:100])([OH:96])=[O:95])[O:72][C:73](=[O:91])[CH2:74][CH2:75][CH2:76][CH2:77][CH2:78][CH2:79][CH2:80]/[CH:81]=[CH:82]\[CH2:83][CH2:84][CH2:85][CH2:86][CH2:87][CH2:88][CH2:89][CH3:90])(=[O:68])[CH2:51][CH2:52][CH2:53][CH2:54][CH2:55][CH2:56][CH2:57]/[CH:58]=[CH:59]\[CH2:60][CH2:61][CH2:62][CH2:63][CH2:64][CH2:65][CH2:66][CH3:67].Cl.C(OCC)C, predict the reaction product. The product is: [C:50]([O:69][CH2:70][C@@H:71]([O:72][C:73](=[O:91])[CH2:74][CH2:75][CH2:76][CH2:77][CH2:78][CH2:79][CH2:80]/[CH:81]=[CH:82]\[CH2:83][CH2:84][CH2:85][CH2:86][CH2:87][CH2:88][CH2:89][CH3:90])[CH2:92][O:93][P:94]([O:97][CH2:98][CH2:99][NH:100][C:11](=[O:12])[CH2:10][NH:9][C:7](=[O:8])[CH2:6][NH:5][C:3](=[O:4])[CH2:2][NH2:1])([OH:96])=[O:95])(=[O:68])[CH2:51][CH2:52][CH2:53][CH2:54][CH2:55][CH2:56][CH2:57]/[CH:58]=[CH:59]\[CH2:60][CH2:61][CH2:62][CH2:63][CH2:64][CH2:65][CH2:66][CH3:67]. (5) Given the reactants [N+:1]([C:4]1[CH:5]=[C:6]([CH:14]=[CH:15][CH:16]=1)[O:7][CH2:8][C:9](OCC)=[O:10])([O-:3])=[O:2].Cl.CN.[CH:20]([N:23](C(C)C)CC)(C)C, predict the reaction product. The product is: [CH3:20][NH:23][C:9](=[O:10])[CH2:8][O:7][C:6]1[CH:14]=[CH:15][CH:16]=[C:4]([N+:1]([O-:3])=[O:2])[CH:5]=1. (6) Given the reactants Cl.[CH:2]([N:5]1[C:13]2[C:8](=[CH:9][CH:10]=[CH:11][CH:12]=2)[C:7]([C:14](=[O:24])[C:15]([NH:17][CH:18]2[CH2:23][CH2:22][NH:21][CH2:20][CH2:19]2)=[O:16])=[CH:6]1)([CH3:4])[CH3:3].C([O-])([O-])=O.[K+].[K+].[CH2:31](Br)[CH2:32][CH2:33][CH3:34], predict the reaction product. The product is: [CH2:31]([N:21]1[CH2:20][CH2:19][CH:18]([NH:17][C:15](=[O:16])[C:14]([C:7]2[C:8]3[C:13](=[CH:12][CH:11]=[CH:10][CH:9]=3)[N:5]([CH:2]([CH3:4])[CH3:3])[CH:6]=2)=[O:24])[CH2:23][CH2:22]1)[CH2:32][CH2:33][CH3:34]. (7) Given the reactants [Cl:1][C:2]1[CH:3]=[C:4]([C:12]2[O:16][N:15]=[C:14]([C:17]3[CH:22]=[CH:21][C:20]([NH:23][C@H:24]4[CH2:28][CH2:27][C@@H:26]([C:29]([OH:31])=[O:30])[CH2:25]4)=[CH:19][CH:18]=3)[N:13]=2)[CH:5]=[N:6][C:7]=1[O:8][CH:9]([CH3:11])[CH3:10], predict the reaction product. The product is: [CH2:7]([OH:8])[CH2:2][CH3:3].[Cl:1][C:2]1[CH:3]=[C:4]([C:12]2[O:16][N:15]=[C:14]([C:17]3[CH:18]=[CH:19][C:20]([NH:23][C@H:24]4[CH2:28][CH2:27][C@@H:26]([C:29]([OH:31])=[O:30])[CH2:25]4)=[CH:21][CH:22]=3)[N:13]=2)[CH:5]=[N:6][C:7]=1[O:8][CH:9]([CH3:10])[CH3:11]. (8) The product is: [F:51][C:50]([F:53])([F:52])[S:47]([O:26][C:21]1[CH:20]=[CH:19][C:18]2[CH2:17][CH:16]([C:8]3([NH:7][C:6]([O:5][C:1]([CH3:2])([CH3:3])[CH3:4])=[O:27])[CH2:9][O:10][C:11]([CH3:15])([CH3:14])[O:12][CH2:13]3)[CH2:25][CH2:24][C:23]=2[CH:22]=1)(=[O:49])=[O:48]. Given the reactants [C:1]([O:5][C:6](=[O:27])[NH:7][C:8]1([CH:16]2[CH2:25][CH2:24][C:23]3[C:18](=[CH:19][CH:20]=[C:21]([OH:26])[CH:22]=3)[CH2:17]2)[CH2:13][O:12][C:11]([CH3:15])([CH3:14])[O:10][CH2:9]1)([CH3:4])([CH3:3])[CH3:2].C(Cl)Cl.C(N(CC)C(C)C)(C)C.C1C=CC(N([S:47]([C:50]([F:53])([F:52])[F:51])(=[O:49])=[O:48])[S:47]([C:50]([F:53])([F:52])[F:51])(=[O:49])=[O:48])=CC=1, predict the reaction product.